This data is from NCI-60 drug combinations with 297,098 pairs across 59 cell lines. The task is: Regression. Given two drug SMILES strings and cell line genomic features, predict the synergy score measuring deviation from expected non-interaction effect. (1) Drug 1: C1CCC(C(C1)N)N.C(=O)(C(=O)[O-])[O-].[Pt+4]. Drug 2: C1C(C(OC1N2C=NC3=C2NC=NCC3O)CO)O. Cell line: T-47D. Synergy scores: CSS=16.3, Synergy_ZIP=-8.77, Synergy_Bliss=-3.46, Synergy_Loewe=-5.02, Synergy_HSA=-4.74. (2) Drug 1: CCC1=CC2CC(C3=C(CN(C2)C1)C4=CC=CC=C4N3)(C5=C(C=C6C(=C5)C78CCN9C7C(C=CC9)(C(C(C8N6C)(C(=O)OC)O)OC(=O)C)CC)OC)C(=O)OC.C(C(C(=O)O)O)(C(=O)O)O. Drug 2: CCCCC(=O)OCC(=O)C1(CC(C2=C(C1)C(=C3C(=C2O)C(=O)C4=C(C3=O)C=CC=C4OC)O)OC5CC(C(C(O5)C)O)NC(=O)C(F)(F)F)O. Cell line: SW-620. Synergy scores: CSS=55.9, Synergy_ZIP=-0.455, Synergy_Bliss=1.52, Synergy_Loewe=1.47, Synergy_HSA=3.41.